This data is from Peptide-MHC class II binding affinity with 134,281 pairs from IEDB. The task is: Regression. Given a peptide amino acid sequence and an MHC pseudo amino acid sequence, predict their binding affinity value. This is MHC class II binding data. The peptide sequence is WSEIQTLKPNLIGPF. The MHC is DRB1_0101 with pseudo-sequence DRB1_0101. The binding affinity (normalized) is 0.823.